Dataset: Reaction yield outcomes from USPTO patents with 853,638 reactions. Task: Predict the reaction yield, written as a fraction of the theoretical maximum amount of product (1.0 means a 100% yield; for example, 0.34 means a 34% yield). (1) The reactants are [Cl:1][C:2]1[N:7]=[C:6]([C:8]2[CH:13]=[CH:12][CH:11]=[CH:10][CH:9]=2)[N:5]=[C:4]([C:14]([NH:16][C:17]2[CH:22]=[CH:21][CH:20]=[CH:19][C:18]=2[C:23]2[S:24][C:25]3[CH:26]=[N:27][CH:28]=[CH:29][C:30]=3[N:31]=2)=[O:15])[CH:3]=1.[NH2:32][CH2:33][C:34]1[CH:35]=[N:36][CH:37]=[CH:38][CH:39]=1. No catalyst specified. The product is [ClH:1].[N:36]1[CH:37]=[CH:38][CH:39]=[C:34]([CH2:33][NH:32][C:2]2[N:7]=[C:6]([C:8]3[CH:13]=[CH:12][CH:11]=[CH:10][CH:9]=3)[N:5]=[C:4]([C:14]([NH:16][C:17]3[CH:22]=[CH:21][CH:20]=[CH:19][C:18]=3[C:23]3[S:24][C:25]4[CH:26]=[N:27][CH:28]=[CH:29][C:30]=4[N:31]=3)=[O:15])[CH:3]=2)[CH:35]=1. The yield is 0.650. (2) The reactants are [NH:1]1[CH2:6][CH2:5][NH:4][CH2:3][C:2]1=[O:7].C[Al](C)C.[F:12][C:13]1[CH:18]=[CH:17][CH:16]=[C:15]([F:19])[C:14]=1[N:20]1[C:25]2[N:26]=[C:27]([NH:38][CH2:39][C:40](OC)=[O:41])[N:28]=[C:29]([C:30]3[CH:35]=[CH:34][C:33]([F:36])=[CH:32][C:31]=3[CH3:37])[C:24]=2[CH:23]=[CH:22][C:21]1=[O:44]. No catalyst specified. The product is [F:12][C:13]1[CH:18]=[CH:17][CH:16]=[C:15]([F:19])[C:14]=1[N:20]1[C:25]2[N:26]=[C:27]([NH:38][CH2:39][C:40](=[O:41])[N:4]3[CH2:5][CH2:6][NH:1][C:2](=[O:7])[CH2:3]3)[N:28]=[C:29]([C:30]3[CH:35]=[CH:34][C:33]([F:36])=[CH:32][C:31]=3[CH3:37])[C:24]=2[CH:23]=[CH:22][C:21]1=[O:44]. The yield is 0.290. (3) The reactants are [C:1]([O:5][C:6](=[O:14])[C:7]([CH3:13])([CH3:12])[CH2:8][C:9]([OH:11])=[O:10])([CH3:4])([CH3:3])[CH3:2].C(Cl)CCl.[Cl:19][C:20]1[CH:66]=[CH:65][C:23]([CH2:24][N:25]([CH2:60][CH2:61][N:62]([CH3:64])[CH3:63])[CH2:26][C:27]([C@:29]23[CH2:55][C:54](=[O:56])[C:53]([CH:57]([CH3:59])[CH3:58])=[C:30]2[C@@H:31]2[C@@:44]([CH3:47])([CH2:45][CH2:46]3)[C@@:43]3([CH3:48])[C@@H:34]([C@:35]4([CH3:52])[C@@H:40]([CH2:41][CH2:42]3)[C:39]([CH3:50])([CH3:49])[C@@H:38](O)[CH2:37][CH2:36]4)[CH2:33][CH2:32]2)=[O:28])=[CH:22][CH:21]=1. The catalyst is CN(C)C1C=CN=CC=1.C(Cl)Cl. The product is [CH3:12][C:7]([CH3:13])([CH2:8][C:9]([O:11][C@H:38]1[CH2:37][CH2:36][C@@:35]2([CH3:52])[C@@H:40]([CH2:41][CH2:42][C@:43]3([CH3:48])[C@@H:34]2[CH2:33][CH2:32][C@H:31]2[C@@:44]3([CH3:47])[CH2:45][CH2:46][C@@:29]3([C:27](=[O:28])[CH2:26][N:25]([CH2:24][C:23]4[CH:22]=[CH:21][C:20]([Cl:19])=[CH:66][CH:65]=4)[CH2:60][CH2:61][N:62]([CH3:64])[CH3:63])[CH2:55][C:54](=[O:56])[C:53]([CH:57]([CH3:59])[CH3:58])=[C:30]32)[C:39]1([CH3:49])[CH3:50])=[O:10])[C:6]([O:5][C:1]([CH3:4])([CH3:2])[CH3:3])=[O:14]. The yield is 0.261. (4) The reactants are Br[C:2]1[CH:3]=[CH:4][C:5]2[O:14][CH2:13][CH2:12][C:11]3[S:10][C:9]([C:15]4[N:16]([CH:20]([CH3:22])[CH3:21])[N:17]=[CH:18][N:19]=4)=[N:8][C:7]=3[C:6]=2[CH:23]=1.[N:24]1[CH:29]=[CH:28][CH:27]=[C:26](B(O)O)[CH:25]=1. No catalyst specified. The product is [CH:20]([N:16]1[C:15]([C:9]2[S:10][C:11]3[CH2:12][CH2:13][O:14][C:5]4[CH:4]=[CH:3][C:2]([C:26]5[CH:25]=[N:24][CH:29]=[CH:28][CH:27]=5)=[CH:23][C:6]=4[C:7]=3[N:8]=2)=[N:19][CH:18]=[N:17]1)([CH3:22])[CH3:21]. The yield is 0.220. (5) The reactants are [BH4-].[Na+].[S:3]1[CH:7]=[CH:6][CH:5]=[C:4]1[C:8]1[CH:9]=[C:10]2[C:14](=[CH:15][CH:16]=1)[C:13](=[O:17])[CH2:12][CH2:11]2. The catalyst is CO.C(OCC)(=O)C. The product is [S:3]1[CH:7]=[CH:6][CH:5]=[C:4]1[C:8]1[CH:9]=[C:10]2[C:14](=[CH:15][CH:16]=1)[CH:13]([OH:17])[CH2:12][CH2:11]2. The yield is 0.590. (6) The reactants are C[O:2][C:3]([C:5]1[CH:10]=[CH:9][C:8](=[O:11])[NH:7][C:6]=1[NH:12][C:13]1[CH:18]=[CH:17][C:16]([Br:19])=[CH:15][C:14]=1[F:20])=[O:4].COC(=O)C1C=CC(OC)=NC=1NC1C=CC(Br)=CC=1F.C(O)(=O)C.Br. The catalyst is CCOC(C)=O. The product is [Br:19][C:16]1[CH:17]=[CH:18][C:13]([NH:12][C:6]2[NH:7][C:8](=[O:11])[CH:9]=[CH:10][C:5]=2[C:3]([OH:4])=[O:2])=[C:14]([F:20])[CH:15]=1. The yield is 0.790. (7) The reactants are O[CH2:2][CH2:3][N:4]1[CH2:9][CH2:8][N:7]([C:10]2[CH:17]=[CH:16][C:13]([C:14]#[N:15])=[C:12]([C:18]([F:21])([F:20])[F:19])[CH:11]=2)[CH2:6][CH2:5]1.C(=O)([O-])[O-].[K+].[K+].C1(P(C2C=CC=CC=2)C2C=CC=CC=2)C=CC=CC=1.C(Br)(Br)(Br)[Br:48]. The catalyst is ClCCl. The product is [Br:48][CH2:2][CH2:3][N:4]1[CH2:9][CH2:8][N:7]([C:10]2[CH:17]=[CH:16][C:13]([C:14]#[N:15])=[C:12]([C:18]([F:21])([F:20])[F:19])[CH:11]=2)[CH2:6][CH2:5]1. The yield is 0.600. (8) The reactants are [CH3:1][Si:2]([CH3:10])([CH3:9])[O:3][C:4]([CH3:8])([C:6]#[CH:7])[CH3:5].[Li]CCCC.[C:16]([C:18]1[CH:29]=[CH:28][C:21]([C:22](N(OC)C)=[O:23])=[CH:20][CH:19]=1)#[N:17]. The catalyst is C1COCC1. The product is [CH3:5][C:4]([O:3][Si:2]([CH3:10])([CH3:9])[CH3:1])([CH3:8])[C:6]#[C:7][C:22]([C:21]1[CH:28]=[CH:29][C:18]([C:16]#[N:17])=[CH:19][CH:20]=1)=[O:23]. The yield is 0.680. (9) The reactants are [CH:1]1[N:5]=[CH:4][N:3]([CH2:6][C:7]([P:13]([OH:16])([OH:15])=[O:14])([P:9]([OH:12])([OH:11])=[O:10])[OH:8])[CH:2]=1.[OH-:17].[Na+:18]. The catalyst is O. The product is [CH:1]1[N:5]=[CH:4][N:3]([CH2:6][C:7]([P:9]([O-:12])([OH:11])=[O:10])([P:13]([O-:15])([OH:16])=[O:14])[OH:8])[CH:2]=1.[OH2:17].[OH2:8].[OH2:8].[OH2:8].[Na+:18].[Na+:18]. The yield is 0.230.